From a dataset of Merck oncology drug combination screen with 23,052 pairs across 39 cell lines. Regression. Given two drug SMILES strings and cell line genomic features, predict the synergy score measuring deviation from expected non-interaction effect. (1) Drug 1: O=C(NOCC(O)CO)c1ccc(F)c(F)c1Nc1ccc(I)cc1F. Drug 2: CC1(c2nc3c(C(N)=O)cccc3[nH]2)CCCN1. Cell line: KPL1. Synergy scores: synergy=13.4. (2) Drug 1: CN1C(=O)C=CC2(C)C3CCC4(C)C(NC(=O)OCC(F)(F)F)CCC4C3CCC12. Drug 2: COC12C(COC(N)=O)C3=C(C(=O)C(C)=C(N)C3=O)N1CC1NC12. Cell line: UWB1289BRCA1. Synergy scores: synergy=3.38. (3) Drug 1: N#Cc1ccc(Cn2cncc2CN2CCN(c3cccc(Cl)c3)C(=O)C2)cc1. Drug 2: CCc1cnn2c(NCc3ccc[n+]([O-])c3)cc(N3CCCCC3CCO)nc12. Cell line: A2780. Synergy scores: synergy=3.73. (4) Drug 1: CC1(c2nc3c(C(N)=O)cccc3[nH]2)CCCN1. Drug 2: CCC1(O)C(=O)OCc2c1cc1n(c2=O)Cc2cc3c(CN(C)C)c(O)ccc3nc2-1. Cell line: COLO320DM. Synergy scores: synergy=-9.61. (5) Drug 1: O=c1[nH]cc(F)c(=O)[nH]1. Drug 2: Cn1c(=O)n(-c2ccc(C(C)(C)C#N)cc2)c2c3cc(-c4cnc5ccccc5c4)ccc3ncc21. Cell line: A2780. Synergy scores: synergy=3.93. (6) Synergy scores: synergy=4.07. Drug 1: CN1C(=O)C=CC2(C)C3CCC4(C)C(NC(=O)OCC(F)(F)F)CCC4C3CCC12. Drug 2: CS(=O)(=O)CCNCc1ccc(-c2ccc3ncnc(Nc4ccc(OCc5cccc(F)c5)c(Cl)c4)c3c2)o1. Cell line: NCIH1650.